From a dataset of Reaction yield outcomes from USPTO patents with 853,638 reactions. Predict the reaction yield, written as a fraction of the theoretical maximum amount of product (1.0 means a 100% yield; for example, 0.34 means a 34% yield). (1) The reactants are Cl[C:2]1[CH:7]=[CH:6][C:5]([N:8]2[N:17]=[C:16]([NH:18][C:19]3[CH:23]=[C:22]([CH3:24])[NH:21][N:20]=3)[C:15]3[C:10](=[CH:11][CH:12]=[CH:13][CH:14]=3)[C:9]2=[O:25])=[CH:4][CH:3]=1.[NH2:26][C:27]1[CH:32]=[CH:31][CH:30]=[CH:29][CH:28]=1.CC([O-])(C)C.[Na+].C(P(C(C)(C)C)C1C=CC=CC=1C1C=CC=CC=1)(C)(C)C. The catalyst is C1C=CC(/C=C/C(/C=C/C2C=CC=CC=2)=O)=CC=1.C1C=CC(/C=C/C(/C=C/C2C=CC=CC=2)=O)=CC=1.C1C=CC(/C=C/C(/C=C/C2C=CC=CC=2)=O)=CC=1.[Pd].[Pd]. The product is [CH3:24][C:22]1[NH:21][N:20]=[C:19]([NH:18][C:16]2[C:15]3[C:10](=[CH:11][CH:12]=[CH:13][CH:14]=3)[C:9](=[O:25])[N:8]([C:5]3[CH:6]=[CH:7][C:2]([NH:26][C:27]4[CH:32]=[CH:31][CH:30]=[CH:29][CH:28]=4)=[CH:3][CH:4]=3)[N:17]=2)[CH:23]=1. The yield is 0.0200. (2) The reactants are [Cl-].[OH:2][NH3+:3].[C:4](=[O:7])([O-])O.[Na+].CS(C)=O.[Si]([O:20][CH:21]1[CH2:26][CH2:25][CH:24]([O:27][C:28]2[CH:33]=[CH:32][C:31]([N:34]3[C:39](=[O:40])[C:38]([CH2:41][C:42]4[CH:47]=[CH:46][C:45]([C:48]5[C:49]([C:54]#[N:55])=[CH:50][CH:51]=[CH:52][CH:53]=5)=[CH:44][CH:43]=4)=[C:37]([CH2:56][CH2:57][CH3:58])[N:36]=[C:35]3[CH2:59][F:60])=[CH:30][CH:29]=2)[CH2:23][CH2:22]1)(C(C)(C)C)(C)C. The catalyst is C(OCC)(=O)C. The product is [F:60][CH2:59][C:35]1[N:34]([C:31]2[CH:32]=[CH:33][C:28]([O:27][CH:24]3[CH2:25][CH2:26][CH:21]([OH:20])[CH2:22][CH2:23]3)=[CH:29][CH:30]=2)[C:39](=[O:40])[C:38]([CH2:41][C:42]2[CH:43]=[CH:44][C:45]([C:48]3[CH:53]=[CH:52][CH:51]=[CH:50][C:49]=3[C:54]3[NH:55][C:4](=[O:7])[O:2][N:3]=3)=[CH:46][CH:47]=2)=[C:37]([CH2:56][CH2:57][CH3:58])[N:36]=1. The yield is 0.0600. (3) The reactants are [CH2:1]([O:3][C:4]([C:6]1[CH:7]=[N:8][C:9]2[N:10]([N:21]=[CH:22][C:23]=2[S:24]([OH:27])(=O)=[O:25])[C:11]=1[NH:12][C:13]1[CH:18]=[CH:17][C:16]([F:19])=[CH:15][C:14]=1[CH3:20])=[O:5])[CH3:2].S(Cl)(Cl)=O.CN(C=O)C.[C:37]([NH2:41])([CH3:40])([CH3:39])[CH3:38].C(N(CC)CC)C.Cl. The catalyst is ClCCCl. The product is [C:37]([NH:41][S:24]([C:23]1[CH:22]=[N:21][N:10]2[C:11]([NH:12][C:13]3[CH:18]=[CH:17][C:16]([F:19])=[CH:15][C:14]=3[CH3:20])=[C:6]([C:4]([O:3][CH2:1][CH3:2])=[O:5])[CH:7]=[N:8][C:9]=12)(=[O:25])=[O:27])([CH3:40])([CH3:39])[CH3:38]. The yield is 0.630.